This data is from Reaction yield outcomes from USPTO patents with 853,638 reactions. The task is: Predict the reaction yield, written as a fraction of the theoretical maximum amount of product (1.0 means a 100% yield; for example, 0.34 means a 34% yield). The reactants are [F:1][C:2]1[C:3]([CH:11]=[CH2:12])=[N:4][CH:5]=[C:6]([N+:8]([O-:10])=[O:9])[CH:7]=1.[CH3:13][S:14]([O-:16])=[O:15].[Na+].C(O)(=O)C. The catalyst is C(O)C. The product is [F:1][C:2]1[C:3]([CH2:11][CH2:12][S:14]([CH3:13])(=[O:16])=[O:15])=[N:4][CH:5]=[C:6]([N+:8]([O-:10])=[O:9])[CH:7]=1. The yield is 0.360.